Task: Predict the product of the given reaction.. Dataset: Forward reaction prediction with 1.9M reactions from USPTO patents (1976-2016) (1) Given the reactants [CH2:1]([O:8][CH2:9][CH2:10][CH2:11][CH2:12][C:13]([CH3:18])([CH3:17])[C:14]([OH:16])=[O:15])[C:2]1[CH:7]=[CH:6][CH:5]=[CH:4][CH:3]=1.[C:19](N=C(O)N(C1CCCCC1)C1CCCCC1)([CH3:22])([CH3:21])[CH3:20], predict the reaction product. The product is: [C:19]([O:15][C:14](=[O:16])[C:13]([CH3:18])([CH3:17])[CH2:12][CH2:11][CH2:10][CH2:9][O:8][CH2:1][C:2]1[CH:7]=[CH:6][CH:5]=[CH:4][CH:3]=1)([CH3:22])([CH3:21])[CH3:20]. (2) Given the reactants [O:1]1[C:5]2([CH2:10][CH2:9][N:8]([C:11]3[CH:18]=[CH:17][C:14]([CH:15]=O)=[CH:13][CH:12]=3)[CH2:7][CH2:6]2)[O:4][CH2:3][CH2:2]1.[NH:19]1[CH2:24][CH2:23][O:22][CH2:21][CH2:20]1, predict the reaction product. The product is: [N:19]1([CH2:15][C:14]2[CH:17]=[CH:18][C:11]([N:8]3[CH2:9][CH2:10][C:5]4([O:4][CH2:3][CH2:2][O:1]4)[CH2:6][CH2:7]3)=[CH:12][CH:13]=2)[CH2:24][CH2:23][O:22][CH2:21][CH2:20]1. (3) Given the reactants [O-2].[Ba+2].[N+:3]([O-:6])([O-:5])=[O:4].[Ba+2].[N+:8]([O-])([O-])=O.[Br:12][C:13]1[CH:14]=[N:15][CH:16]=[CH:17][C:18]=1[CH3:19], predict the reaction product. The product is: [N+:3]([O-:6])([O-:5])=[O:4].[NH2:8][N+:15]1[CH:16]=[CH:17][C:18]([CH3:19])=[C:13]([Br:12])[CH:14]=1. (4) The product is: [CH2:1]([O:8][C:9]1[CH:14]=[CH:13][C:12]([C:27]2[CH:28]=[CH:29][C:30]([NH:33][C:34](=[O:40])[O:35][C:36]([CH3:38])([CH3:37])[CH3:39])=[CH:31][CH:32]=2)=[C:11]([N+:16]([O-:18])=[O:17])[CH:10]=1)[C:2]1[CH:7]=[CH:6][CH:5]=[CH:4][CH:3]=1. Given the reactants [CH2:1]([O:8][C:9]1[CH:14]=[CH:13][C:12](Cl)=[C:11]([N+:16]([O-:18])=[O:17])[CH:10]=1)[C:2]1[CH:7]=[CH:6][CH:5]=[CH:4][CH:3]=1.CC1(C)C(C)(C)OB([C:27]2[CH:32]=[CH:31][C:30]([NH:33][C:34](=[O:40])[O:35][C:36]([CH3:39])([CH3:38])[CH3:37])=[CH:29][CH:28]=2)O1.C([O-])([O-])=O.[Na+].[Na+].CCOC(C)=O, predict the reaction product. (5) Given the reactants [OH:1][C:2]1[CH:3]=[CH:4][CH:5]=[C:6]2[C:11]=1[N:10]=[C:9]([CH3:12])[N:8]=[CH:7]2.[O:13]1CCOCC1, predict the reaction product. The product is: [OH:1][C:2]1[CH:3]=[CH:4][CH:5]=[C:6]2[C:11]=1[N:10]=[C:9]([CH:12]=[O:13])[N:8]=[CH:7]2. (6) Given the reactants [C:1]([O:5][C:6]([NH:8][C:9]1([CH3:15])[CH2:14][CH2:13][NH:12][CH2:11][CH2:10]1)=[O:7])([CH3:4])([CH3:3])[CH3:2].C(=O)([O-])[O-].[K+].[K+].Cl[C:23]1[N:28]=[CH:27][CH:26]=[CH:25][N:24]=1, predict the reaction product. The product is: [C:1]([O:5][C:6]([NH:8][C:9]1([CH3:15])[CH2:10][CH2:11][N:12]([C:23]2[N:28]=[CH:27][CH:26]=[CH:25][N:24]=2)[CH2:13][CH2:14]1)=[O:7])([CH3:4])([CH3:2])[CH3:3]. (7) Given the reactants [Br:1][CH2:2][C:3]1[CH:4]=[C:5]([CH:9]=[CH:10][CH:11]=1)[C:6]([OH:8])=[O:7].[C:12]1([P:18]([C:25]2[CH:30]=[CH:29][CH:28]=[CH:27][CH:26]=2)[C:19]2[CH:24]=[CH:23][CH:22]=[CH:21][CH:20]=2)[CH:17]=[CH:16][CH:15]=[CH:14][CH:13]=1, predict the reaction product. The product is: [Br-:1].[C:6]([C:5]1[CH:4]=[C:3]([CH:11]=[CH:10][CH:9]=1)[CH2:2][P+:18]([C:19]1[CH:20]=[CH:21][CH:22]=[CH:23][CH:24]=1)([C:25]1[CH:30]=[CH:29][CH:28]=[CH:27][CH:26]=1)[C:12]1[CH:13]=[CH:14][CH:15]=[CH:16][CH:17]=1)([OH:8])=[O:7].